Dataset: NCI-60 drug combinations with 297,098 pairs across 59 cell lines. Task: Regression. Given two drug SMILES strings and cell line genomic features, predict the synergy score measuring deviation from expected non-interaction effect. Drug 1: CC12CCC3C(C1CCC2=O)CC(=C)C4=CC(=O)C=CC34C. Drug 2: CC1=CC2C(CCC3(C2CCC3(C(=O)C)OC(=O)C)C)C4(C1=CC(=O)CC4)C. Cell line: OVCAR-8. Synergy scores: CSS=22.7, Synergy_ZIP=0.445, Synergy_Bliss=2.66, Synergy_Loewe=-29.8, Synergy_HSA=1.92.